Dataset: Forward reaction prediction with 1.9M reactions from USPTO patents (1976-2016). Task: Predict the product of the given reaction. (1) Given the reactants [CH2:1]([O:3][C:4]([CH:6]1[O:23][C:9]2=[CH:10][CH:11]=[C:12]3[C:16]([N:15]([CH2:17][C@@H:18]([N:20]=[N+]=[N-])[CH3:19])[N:14]=[CH:13]3)=[C:8]2[CH2:7]1)=[O:5])[CH3:2].Cl, predict the reaction product. The product is: [CH2:1]([O:3][C:4]([CH:6]1[O:23][C:9]2=[CH:10][CH:11]=[C:12]3[C:16]([N:15]([CH2:17][C@@H:18]([NH2:20])[CH3:19])[N:14]=[CH:13]3)=[C:8]2[CH2:7]1)=[O:5])[CH3:2]. (2) Given the reactants [CH2:1]([O:3][C:4]([C@@H:6]1[CH2:10][C@H:9]([NH2:11])[CH2:8][N:7]1[CH2:12][CH:13]([CH3:15])[CH3:14])=[O:5])[CH3:2].[OH:16][C:17]1[C:26]2[C:21](=[CH:22][CH:23]=[CH:24][CH:25]=2)[CH:20]=[CH:19][C:18]=1[C:27](O)=[O:28], predict the reaction product. The product is: [CH2:1]([O:3][C:4]([C@@H:6]1[CH2:10][C@H:9]([NH:11][C:27]([C:18]2[CH:19]=[CH:20][C:21]3[C:26](=[CH:25][CH:24]=[CH:23][CH:22]=3)[C:17]=2[OH:16])=[O:28])[CH2:8][N:7]1[CH2:12][CH:13]([CH3:14])[CH3:15])=[O:5])[CH3:2]. (3) Given the reactants [Cl:1][CH2:2][CH2:3][CH2:4][O:5][C:6]1[CH:15]=[CH:14][C:9]([C:10]([O:12]C)=[O:11])=[CH:8][C:7]=1[O:16][CH3:17].[OH-].[Na+].Cl, predict the reaction product. The product is: [Cl:1][CH2:2][CH2:3][CH2:4][O:5][C:6]1[CH:15]=[CH:14][C:9]([C:10]([OH:12])=[O:11])=[CH:8][C:7]=1[O:16][CH3:17].